Predict the product of the given reaction. From a dataset of Forward reaction prediction with 1.9M reactions from USPTO patents (1976-2016). (1) Given the reactants [F:1][C:2]1[CH:7]=[CH:6][C:5]([C:8]2[O:31][C:11]3=[N:12][C:13]([NH:25][CH2:26][C:27]([F:30])([F:29])[F:28])=[C:14]([C:16]4[CH:17]=[C:18]([CH:22]=[CH:23][CH:24]=4)[C:19](O)=[O:20])[CH:15]=[C:10]3[C:9]=2[C:32](=[O:35])[NH:33][CH3:34])=[CH:4][CH:3]=1.C(N(C(C)C)C(C)C)C.Cl.[CH3:46][C:47]1[O:51][N:50]=[C:49]([C:52]2([NH2:55])[CH2:54][CH2:53]2)[N:48]=1.CN(C(ON1N=NC2C=CC=NC1=2)=[N+](C)C)C.F[P-](F)(F)(F)(F)F, predict the reaction product. The product is: [F:1][C:2]1[CH:3]=[CH:4][C:5]([C:8]2[O:31][C:11]3=[N:12][C:13]([NH:25][CH2:26][C:27]([F:28])([F:29])[F:30])=[C:14]([C:16]4[CH:24]=[CH:23][CH:22]=[C:18]([C:19](=[O:20])[NH:55][C:52]5([C:49]6[N:48]=[C:47]([CH3:46])[O:51][N:50]=6)[CH2:54][CH2:53]5)[CH:17]=4)[CH:15]=[C:10]3[C:9]=2[C:32]([NH:33][CH3:34])=[O:35])=[CH:6][CH:7]=1. (2) Given the reactants C[O:2][C:3](=[O:29])[CH2:4][C:5]1[CH:10]=[CH:9][C:8]([C:11]#[C:12][C:13]2[CH:14]=[C:15]3[C:20](=[C:21]([CH2:23][CH3:24])[CH:22]=2)[O:19][C:18]([CH3:26])([CH3:25])[CH2:17][C:16]3([CH3:28])[CH3:27])=[CH:7][CH:6]=1.CO.[OH-].[Na+].O, predict the reaction product. The product is: [CH2:23]([C:21]1[CH:22]=[C:13]([C:12]#[C:11][C:8]2[CH:9]=[CH:10][C:5]([CH2:4][C:3]([OH:29])=[O:2])=[CH:6][CH:7]=2)[CH:14]=[C:15]2[C:20]=1[O:19][C:18]([CH3:25])([CH3:26])[CH2:17][C:16]2([CH3:28])[CH3:27])[CH3:24]. (3) Given the reactants C([O:3][C:4](=[O:33])[CH2:5][S:6][C:7]1[S:11][C:10]([NH:12][C:13]([N:15]([C:23]2[CH:28]=[CH:27][CH:26]=[C:25]([NH:29][C:30](=[O:32])[CH3:31])[CH:24]=2)[CH2:16][CH:17]2[CH2:22][CH2:21][CH2:20][CH2:19][CH2:18]2)=[O:14])=[N:9][CH:8]=1)C.C1(CN(C2C=CC(F)=C(F)C=2)C(=O)NC2SC=C(CC(O)=O)N=2)CCCC1.NC1C=C(NC(=O)C)C=CC=1.C(OC(=O)CSC1SC(N)=NC=1)C, predict the reaction product. The product is: [C:30]([NH:29][C:25]1[CH:24]=[C:23]([N:15]([CH2:16][CH:17]2[CH2:18][CH2:19][CH2:20][CH2:21][CH2:22]2)[C:13](=[O:14])[NH:12][C:10]2[S:11][C:7]([S:6][CH2:5][C:4]([OH:33])=[O:3])=[CH:8][N:9]=2)[CH:28]=[CH:27][CH:26]=1)(=[O:32])[CH3:31].